Dataset: Peptide-MHC class II binding affinity with 134,281 pairs from IEDB. Task: Regression. Given a peptide amino acid sequence and an MHC pseudo amino acid sequence, predict their binding affinity value. This is MHC class II binding data. (1) The peptide sequence is GKTKEGVLYVGSKTK. The MHC is HLA-DQA10401-DQB10402 with pseudo-sequence HLA-DQA10401-DQB10402. The binding affinity (normalized) is 0. (2) The peptide sequence is SSNLSWLSLDVSAAF. The MHC is DRB1_0301 with pseudo-sequence DRB1_0301. The binding affinity (normalized) is 0.619. (3) The peptide sequence is AEHQAIISDVLTASD. The MHC is DRB1_0405 with pseudo-sequence DRB1_0405. The binding affinity (normalized) is 0.449. (4) The peptide sequence is ITEADLDDEQEILNY. The MHC is DRB1_0701 with pseudo-sequence DRB1_0701. The binding affinity (normalized) is 0. (5) The peptide sequence is WVFSSVQPPKVPILL. The MHC is DRB1_0901 with pseudo-sequence DRB1_0901. The binding affinity (normalized) is 0.950. (6) The peptide sequence is KSTNGLRIKSYEDAK. The MHC is HLA-DQA10401-DQB10402 with pseudo-sequence HLA-DQA10401-DQB10402. The binding affinity (normalized) is 0. (7) The peptide sequence is EVELREHGSDEWVAM. The binding affinity (normalized) is 0.106. The MHC is HLA-DPA10201-DPB10101 with pseudo-sequence HLA-DPA10201-DPB10101. (8) The MHC is DRB1_0101 with pseudo-sequence DRB1_0101. The binding affinity (normalized) is 0.460. The peptide sequence is DAYICAIRRAKSFIY. (9) The MHC is DRB5_0101 with pseudo-sequence DRB5_0101. The binding affinity (normalized) is 0.402. The peptide sequence is AAAQASAAAAAYEAA.